This data is from Forward reaction prediction with 1.9M reactions from USPTO patents (1976-2016). The task is: Predict the product of the given reaction. (1) Given the reactants Cl[C:2]1[CH:7]=[N:6][CH:5]=[C:4]([Cl:8])[N:3]=1.[C-]#N.[K+].C[N:13]([CH:15]=[O:16])C, predict the reaction product. The product is: [Cl:8][C:4]1[N:3]=[C:2]([C:15]([NH2:13])=[O:16])[CH:7]=[N:6][CH:5]=1. (2) The product is: [Br:1][C:2]1[CH:3]=[CH:4][C:5]2[O:21][C:10]3([CH2:16][CH2:15][C:14]4[CH:17]=[CH:18][CH:19]=[CH:20][C:13]=4[CH2:12][CH2:11]3)[C:8](=[O:9])[C:6]=2[CH:7]=1. Given the reactants [Br:1][C:2]1[CH:3]=[CH:4][C:5](F)=[C:6]([C:8]([C:10]2([OH:21])[CH2:16][CH2:15][C:14]3[CH:17]=[CH:18][CH:19]=[CH:20][C:13]=3[CH2:12][CH2:11]2)=[O:9])[CH:7]=1.[H-].[Na+], predict the reaction product. (3) Given the reactants [OH-].[Li+].C([N:6]([CH2:15][C@H:16]1[C@H:20]([OH:21])[CH2:19][C@@H:18]([Cl:22])[C@@H:17]1[CH2:23]/[CH:24]=[CH:25]\[CH2:26][CH2:27][CH2:28][C:29]([OH:31])=[O:30])[C:7]1[CH:12]=[C:11]([Cl:13])[CH:10]=[C:9]([Cl:14])[CH:8]=1)(=O)C, predict the reaction product. The product is: [Cl:22][C@H:18]1[C@H:17]([CH2:23]/[CH:24]=[CH:25]\[CH2:26][CH2:27][CH2:28][C:29]([OH:31])=[O:30])[C@@H:16]([CH2:15][NH:6][C:7]2[CH:8]=[C:9]([Cl:14])[CH:10]=[C:11]([Cl:13])[CH:12]=2)[C@H:20]([OH:21])[CH2:19]1. (4) Given the reactants [CH:1]([C:3]1[CH:4]=[CH:5][C:6]2[N:7]([CH:9]=[C:10]([C:12]([NH:14][C:15]3[CH:20]=[CH:19][CH:18]=[CH:17][CH:16]=3)=[O:13])[N:11]=2)[CH:8]=1)=[O:2].C(=O)([O-])[O-].[K+].[K+].C1(C)C=CC(S([CH2:36][N+:37]#[C-:38])(=O)=O)=CC=1, predict the reaction product. The product is: [O:2]1[C:1]([C:3]2[CH:4]=[CH:5][C:6]3[N:7]([CH:9]=[C:10]([C:12]([NH:14][C:15]4[CH:20]=[CH:19][CH:18]=[CH:17][CH:16]=4)=[O:13])[N:11]=3)[CH:8]=2)=[CH:38][N:37]=[CH:36]1. (5) Given the reactants C(OC(=O)[NH:7][C:8]1[N:13]=[CH:12][C:11]([C:14]2[N:22]=[C:21]3[C:17]([N:18]=[C:19]([N:28]4[CH2:33][CH2:32][NH:31][CH2:30][CH2:29]4)[N:20]3[CH2:23][C:24]([F:27])([F:26])[F:25])=[C:16]([N:34]3[CH2:39][CH2:38][O:37][CH2:36][CH2:35]3)[N:15]=2)=[CH:10][N:9]=1)(C)(C)C.[F:41][C:42]([F:47])([F:46])[C:43]([OH:45])=[O:44], predict the reaction product. The product is: [F:41][C:42]([F:47])([F:46])[C:43]([OH:45])=[O:44].[N:34]1([C:16]2[N:15]=[C:14]([C:11]3[CH:12]=[N:13][C:8]([NH2:7])=[N:9][CH:10]=3)[N:22]=[C:21]3[C:17]=2[N:18]=[C:19]([N:28]2[CH2:29][CH2:30][NH:31][CH2:32][CH2:33]2)[N:20]3[CH2:23][C:24]([F:25])([F:27])[F:26])[CH2:39][CH2:38][O:37][CH2:36][CH2:35]1.